Dataset: Catalyst prediction with 721,799 reactions and 888 catalyst types from USPTO. Task: Predict which catalyst facilitates the given reaction. Reactant: Cl[C:2]1[N:7]=[CH:6][C:5]2[C:8]([N:14]3[CH2:17][C:16]([CH3:19])([OH:18])[CH2:15]3)=[N:9][N:10]([CH:11]([CH3:13])[CH3:12])[C:4]=2[CH:3]=1.C1(P(C2C=CC=CC=2)C2C3OC4C(=CC=CC=4P(C4C=CC=CC=4)C4C=CC=CC=4)C(C)(C)C=3C=CC=2)C=CC=CC=1.C(=O)([O-])[O-].[Cs+].[Cs+].[CH:68]1([S:71]([N:74]2[CH:78]=[C:77]([C:79]3[N:84]=[C:83]([NH2:85])[CH:82]=[CH:81][N:80]=3)[CH:76]=[N:75]2)(=[O:73])=[O:72])[CH2:70][CH2:69]1. Product: [CH:68]1([S:71]([N:74]2[CH:78]=[C:77]([C:79]3[N:84]=[C:83]([NH:85][C:2]4[N:7]=[CH:6][C:5]5[C:8]([N:14]6[CH2:17][C:16]([CH3:19])([OH:18])[CH2:15]6)=[N:9][N:10]([CH:11]([CH3:13])[CH3:12])[C:4]=5[CH:3]=4)[CH:82]=[CH:81][N:80]=3)[CH:76]=[N:75]2)(=[O:72])=[O:73])[CH2:70][CH2:69]1. The catalyst class is: 62.